Dataset: TCR-epitope binding with 47,182 pairs between 192 epitopes and 23,139 TCRs. Task: Binary Classification. Given a T-cell receptor sequence (or CDR3 region) and an epitope sequence, predict whether binding occurs between them. (1) The epitope is RLRAEAQVK. The TCR CDR3 sequence is CASSVGQVFYSGTF. Result: 1 (the TCR binds to the epitope). (2) The TCR CDR3 sequence is CASSPLEAEAKNIQYF. The epitope is SSNVANYQK. Result: 0 (the TCR does not bind to the epitope). (3) The epitope is FLKEKGGL. The TCR CDR3 sequence is CASSISGIGTGELFF. Result: 1 (the TCR binds to the epitope). (4) The epitope is KAYNVTQAF. The TCR CDR3 sequence is CASSLAIPSDYGYTF. Result: 1 (the TCR binds to the epitope). (5) The epitope is VLAWLYAAV. The TCR CDR3 sequence is CASSQDPAGGPGTQYF. Result: 1 (the TCR binds to the epitope). (6) The epitope is HTDFSSEIIGY. The TCR CDR3 sequence is CASSKGLDEDTQYF. Result: 0 (the TCR does not bind to the epitope). (7) The epitope is CINGVCWTV. The TCR CDR3 sequence is CASSVRGGSYNEQFF. Result: 0 (the TCR does not bind to the epitope).